Dataset: NCI-60 drug combinations with 297,098 pairs across 59 cell lines. Task: Regression. Given two drug SMILES strings and cell line genomic features, predict the synergy score measuring deviation from expected non-interaction effect. Drug 1: CC1=CC=C(C=C1)C2=CC(=NN2C3=CC=C(C=C3)S(=O)(=O)N)C(F)(F)F. Drug 2: CC1CCC2CC(C(=CC=CC=CC(CC(C(=O)C(C(C(=CC(C(=O)CC(OC(=O)C3CCCCN3C(=O)C(=O)C1(O2)O)C(C)CC4CCC(C(C4)OC)OCCO)C)C)O)OC)C)C)C)OC. Cell line: SK-MEL-28. Synergy scores: CSS=-4.95, Synergy_ZIP=-0.400, Synergy_Bliss=-2.68, Synergy_Loewe=-13.9, Synergy_HSA=-13.6.